From a dataset of Reaction yield outcomes from USPTO patents with 853,638 reactions. Predict the reaction yield, written as a fraction of the theoretical maximum amount of product (1.0 means a 100% yield; for example, 0.34 means a 34% yield). (1) The reactants are C(O[C:6](=O)[N:7]([CH2:9][CH2:10][N:11]1[CH2:16][CH2:15][N:14]([C:17]2[C:22]([C:23]3[CH:28]=[CH:27][C:26]([F:29])=[CH:25][CH:24]=3)=[N:21][CH:20]=[CH:19][N:18]=2)[CH2:13][CH2:12]1)C)(C)(C)C.FC(F)(F)C(O)=O. The catalyst is ClCCl. The product is [F:29][C:26]1[CH:27]=[CH:28][C:23]([C:22]2[C:17]([N:14]3[CH2:13][CH2:12][N:11]([CH2:10][CH2:9][NH:7][CH3:6])[CH2:16][CH2:15]3)=[N:18][CH:19]=[CH:20][N:21]=2)=[CH:24][CH:25]=1. The yield is 1.00. (2) The reactants are O[C:2]([CH3:17])=[CH:3][C:4]([C:6]1[CH:16]=[CH:15][C:9]2[O:10][CH2:11][C:12](=[O:14])[NH:13][C:8]=2[CH:7]=1)=O.[N+:18]([C:21]1[CH:26]=[CH:25][C:24]([NH:27][NH2:28])=[CH:23][CH:22]=1)([O-:20])=[O:19]. No catalyst specified. The product is [CH3:17][C:2]1[CH:3]=[C:4]([C:6]2[CH:16]=[CH:15][C:9]3[O:10][CH2:11][C:12](=[O:14])[NH:13][C:8]=3[CH:7]=2)[N:27]([C:24]2[CH:25]=[CH:26][C:21]([N+:18]([O-:20])=[O:19])=[CH:22][CH:23]=2)[N:28]=1. The yield is 0.170. (3) The reactants are [Cl:1][C:2]1[CH:7]=[CH:6][CH:5]=[C:4]([Cl:8])[C:3]=1[NH:9][C:10]([NH2:12])=[S:11].Br[CH2:14][C:15]([C:17]1[CH:26]=[CH:25][C:24]2[NH:23][C:22](=[O:27])[C:21]3[NH:28][CH:29]=[CH:30][C:20]=3[C:19]=2[CH:18]=1)=O.[CH2:31]([C:33]([O-:35])=[O:34])[CH3:32]. The catalyst is C(O)C. The product is [Cl:1][C:2]1[CH:7]=[CH:6][CH:5]=[C:4]([Cl:8])[C:3]=1[NH:9][C:10]1[S:11][CH:14]=[C:15]([C:17]2[CH:26]=[CH:25][C:24]3[NH:23][C:22](=[O:27])[C:21]4[NH:28][CH:29]=[CH:30][C:20]=4[C:19]=3[CH:18]=2)[N:12]=1.[CH2:31]([C:33]([O-:35])=[O:34])[CH3:32]. The yield is 0.260. (4) The reactants are [NH2:1][CH2:2][CH2:3][NH:4][C:5]([O:7][C:8]([CH3:11])([CH3:10])[CH3:9])=[O:6].C(N(CC)CC)C.[CH3:19][S:20](Cl)(=[O:22])=[O:21]. The catalyst is ClCCl. The product is [CH3:19][S:20]([NH:1][CH2:2][CH2:3][NH:4][C:5]([O:7][C:8]([CH3:11])([CH3:10])[CH3:9])=[O:6])(=[O:22])=[O:21]. The yield is 0.521. (5) The reactants are [C:1]([O:5][C:6](=[O:24])[CH2:7][CH2:8][N:9]([C:14]([O:16][CH2:17][C:18]1[CH:23]=[CH:22][CH:21]=[CH:20][CH:19]=1)=[O:15])[C@H:10]([CH3:13])[CH:11]=O)([CH3:4])([CH3:3])[CH3:2].Cl.[CH3:26][O:27][C:28](=[O:41])[C@@H:29]([NH2:40])[CH2:30][CH2:31][O:32][CH2:33][C:34]1[CH:39]=[CH:38][CH:37]=[CH:36][CH:35]=1. No catalyst specified. The product is [CH3:26][O:27][C:28](=[O:41])[C@@H:29]([NH:40][CH2:11][C@H:10]([N:9]([C:14]([O:16][CH2:17][C:18]1[CH:23]=[CH:22][CH:21]=[CH:20][CH:19]=1)=[O:15])[CH2:8][CH2:7][C:6]([O:5][C:1]([CH3:4])([CH3:3])[CH3:2])=[O:24])[CH3:13])[CH2:30][CH2:31][O:32][CH2:33][C:34]1[CH:39]=[CH:38][CH:37]=[CH:36][CH:35]=1. The yield is 1.00. (6) The reactants are N1C=CC=CC=1NC1C=CC=CC=1C(N[C:13]1[CH:18]=[CH:17][C:16]([Br:19])=[CH:15][CH:14]=1)=O.[N+:24]([C:27]1[CH:39]=[CH:38][CH:37]=[CH:36][C:28]=1[NH:29][C:30]1[CH:35]=[CH:34][CH:33]=[CH:32][N:31]=1)([O-])=O.[C:40]1(C)C(C)=CC=CC=1. No catalyst specified. The product is [N:31]1[CH:32]=[CH:33][CH:34]=[CH:35][C:30]=1[N:29]1[C:28]2[CH:36]=[CH:37][CH:38]=[CH:39][C:27]=2[N:24]=[C:40]1[C:13]1[CH:14]=[CH:15][C:16]([Br:19])=[CH:17][CH:18]=1. The yield is 0.670. (7) The reactants are [C:1]([O:5][C:6]([N:8]1[CH2:13][CH2:12][CH2:11][C@@H:10]([NH2:14])[CH2:9]1)=[O:7])([CH3:4])([CH3:3])[CH3:2].[N+:15]([C:18]1[CH:23]=[CH:22][CH:21]=[CH:20][C:19]=1F)([O-:17])=[O:16].C([O-])([O-])=O.[K+].[K+]. The catalyst is C(Cl)Cl. The product is [C:1]([O:5][C:6]([N:8]1[CH2:13][CH2:12][CH2:11][C@@H:10]([NH:14][C:19]2[CH:20]=[CH:21][CH:22]=[CH:23][C:18]=2[N+:15]([O-:17])=[O:16])[CH2:9]1)=[O:7])([CH3:4])([CH3:2])[CH3:3]. The yield is 0.610. (8) The reactants are N#N.Br[C:4]1[C:5]([NH:11][C:12]2[CH:22]=[CH:21][CH:20]=[CH:19][C:13]=2[C:14]([NH:16][O:17][CH3:18])=[O:15])=[CH:6][C:7]([Cl:10])=[N:8][CH:9]=1.[CH:23]1(B(O)O)[CH2:25][CH2:24]1.[Na+].[Br-].[F-].[K+]. The catalyst is O.C1C=CC([P]([Pd]([P](C2C=CC=CC=2)(C2C=CC=CC=2)C2C=CC=CC=2)([P](C2C=CC=CC=2)(C2C=CC=CC=2)C2C=CC=CC=2)[P](C2C=CC=CC=2)(C2C=CC=CC=2)C2C=CC=CC=2)(C2C=CC=CC=2)C2C=CC=CC=2)=CC=1.C1(C)C=CC=CC=1. The product is [Cl:10][C:7]1[CH:6]=[C:5]([NH:11][C:12]2[CH:22]=[CH:21][CH:20]=[CH:19][C:13]=2[C:14]([NH:16][O:17][CH3:18])=[O:15])[C:4]([CH:23]2[CH2:25][CH2:24]2)=[CH:9][N:8]=1. The yield is 0.530.